Dataset: Forward reaction prediction with 1.9M reactions from USPTO patents (1976-2016). Task: Predict the product of the given reaction. (1) Given the reactants [C:1]([C:3]1[CH:11]=[CH:10][C:6]([C:7]([OH:9])=O)=[C:5]([F:12])[CH:4]=1)#[N:2].F[P-](F)(F)(F)(F)F.C[N+](C)=C(N(C)C)ON1C2N=CC=CC=2N=N1.C(N(CC)CC)C.Cl.[CH3:45][C@@H:46]1[CH2:51][NH:50][CH2:49][CH2:48][N:47]1[CH2:52][CH:53]([N:57]1[CH:61]=[C:60]([C:62]2[C:63]3[CH:70]=[CH:69][N:68](COCC[Si](C)(C)C)[C:64]=3[N:65]=[CH:66][N:67]=2)[CH:59]=[N:58]1)[CH2:54][C:55]#[N:56], predict the reaction product. The product is: [C:55]([CH2:54][CH:53]([N:57]1[CH:61]=[C:60]([C:62]2[C:63]3[CH:70]=[CH:69][NH:68][C:64]=3[N:65]=[CH:66][N:67]=2)[CH:59]=[N:58]1)[CH2:52][N:47]1[CH2:48][CH2:49][N:50]([C:7]([C:6]2[CH:10]=[CH:11][C:3]([C:1]#[N:2])=[CH:4][C:5]=2[F:12])=[O:9])[CH2:51][C@H:46]1[CH3:45])#[N:56]. (2) The product is: [Br:1][C:2]1[CH:17]=[CH:16][C:5]2[N:6]=[C:7]([NH:21][C:20]3[C:19]([Cl:18])=[CH:25][C:24]([I:26])=[CH:23][C:22]=3[Cl:27])[C:8]3[C:13]([C:4]=2[CH:3]=1)=[C:12]([Cl:14])[N:11]=[CH:10][CH:9]=3. Given the reactants [Br:1][C:2]1[CH:17]=[CH:16][C:5]2[N:6]=[C:7](Cl)[C:8]3[C:13]([C:4]=2[CH:3]=1)=[C:12]([Cl:14])[N:11]=[CH:10][CH:9]=3.[Cl:18][C:19]1[CH:25]=[C:24]([I:26])[CH:23]=[C:22]([Cl:27])[C:20]=1[NH2:21], predict the reaction product. (3) Given the reactants [Cl:1][C:2]1[C:7]([F:8])=[C:6]([NH:9]C(=O)OC(C)(C)C)[CH:5]=[CH:4][N:3]=1.C(O)(C(F)(F)F)=O.C(Cl)Cl, predict the reaction product. The product is: [Cl:1][C:2]1[C:7]([F:8])=[C:6]([NH2:9])[CH:5]=[CH:4][N:3]=1. (4) Given the reactants [C:1]([O:5][C:6]([N:8]1[CH:13]2[CH2:14][CH2:15][CH:9]1[CH2:10][C:11](=[CH:16][C:17]1[CH:22]=[CH:21][C:20]([Cl:23])=[C:19]([Cl:24])[CH:18]=1)[CH2:12]2)=[O:7])([CH3:4])([CH3:3])[CH3:2], predict the reaction product. The product is: [C:1]([O:5][C:6]([N:8]1[CH:13]2[CH2:14][CH2:15][CH:9]1[CH2:10][CH:11]([CH2:16][C:17]1[CH:22]=[CH:21][C:20]([Cl:23])=[C:19]([Cl:24])[CH:18]=1)[CH2:12]2)=[O:7])([CH3:4])([CH3:2])[CH3:3]. (5) Given the reactants C([O:3][C:4](=O)[CH:5]([CH3:33])[CH2:6][NH:7][C:8]([C:10]1[N:11]([CH2:21][C:22]2[CH:27]=[CH:26][CH:25]=[C:24]([O:28][C:29]([F:32])([F:31])[F:30])[CH:23]=2)[C:12]2[C:17]([CH:18]=1)=[CH:16][C:15]([C:19]#[N:20])=[CH:14][CH:13]=2)=[O:9])C.[BH4-].[Li+], predict the reaction product. The product is: [OH:3][CH2:4][CH:5]([CH3:33])[CH2:6][NH:7][C:8]([C:10]1[N:11]([CH2:21][C:22]2[CH:27]=[CH:26][CH:25]=[C:24]([O:28][C:29]([F:32])([F:30])[F:31])[CH:23]=2)[C:12]2[C:17]([CH:18]=1)=[CH:16][C:15]([C:19]#[N:20])=[CH:14][CH:13]=2)=[O:9]. (6) Given the reactants [CH3:1][S:2]([O:5][CH2:6][CH2:7][N:8]([CH2:25][CH2:26][O:27][S:28]([CH3:31])(=[O:30])=[O:29])[C:9]1[C:10]([N+:22]([O-:24])=[O:23])=[C:11]([C:16]([N+:19]([O-:21])=[O:20])=[CH:17][CH:18]=1)[C:12]([O:14]C)=[O:13])(=[O:4])=[O:3].[OH-].[K+], predict the reaction product. The product is: [CH3:31][S:28]([O:27][CH2:26][CH2:25][N:8]([CH2:7][CH2:6][O:5][S:2]([CH3:1])(=[O:4])=[O:3])[C:9]1[C:10]([N+:22]([O-:24])=[O:23])=[C:11]([C:16]([N+:19]([O-:21])=[O:20])=[CH:17][CH:18]=1)[C:12]([OH:14])=[O:13])(=[O:29])=[O:30]. (7) The product is: [Cl:14][C:15]1[CH:22]=[C:21]([Cl:23])[CH:20]=[CH:19][C:16]=1[CH2:17][C:8]1[C:7]2[C:11](=[CH:12][CH:13]=[C:5]([C:3]([O:2][CH3:1])=[O:4])[CH:6]=2)[NH:10][CH:9]=1. Given the reactants [CH3:1][O:2][C:3]([C:5]1[CH:6]=[C:7]2[C:11](=[CH:12][CH:13]=1)[NH:10][CH:9]=[CH:8]2)=[O:4].[Cl:14][C:15]1[CH:22]=[C:21]([Cl:23])[CH:20]=[CH:19][C:16]=1[CH2:17]I, predict the reaction product. (8) Given the reactants [I:1][C:2]1[CH:3]=[C:4]2[C:9](=[CH:10][CH:11]=1)[C:8](=[O:12])[NH:7][C:6](=[O:13])/[C:5]/2=[CH:14]/OC.[NH2:17][C:18]1[C:19]([OH:31])=[N:20][C:21]([N:24]2[CH2:29][CH2:28][N:27]([CH3:30])[CH2:26][CH2:25]2)=[CH:22][CH:23]=1.C(N(CC)CC)C, predict the reaction product. The product is: [OH:31][C:19]1[C:18]([NH:17]/[CH:14]=[C:5]2\[C:6](=[O:13])[NH:7][C:8](=[O:12])[C:9]3[C:4]\2=[CH:3][C:2]([I:1])=[CH:11][CH:10]=3)=[CH:23][CH:22]=[C:21]([N:24]2[CH2:29][CH2:28][N:27]([CH3:30])[CH2:26][CH2:25]2)[N:20]=1. (9) Given the reactants [CH3:1][O:2][C:3](=[O:16])[C:4]1[CH:9]=[C:8](I)[C:7]([C:11]([F:14])([F:13])[F:12])=[CH:6][C:5]=1[NH2:15].[N:17]1[CH:22]=[C:21](B(O)O)[CH:20]=[N:19][CH:18]=1.C(Cl)Cl.C([O-])([O-])=O.[Cs+].[Cs+], predict the reaction product. The product is: [CH3:1][O:2][C:3](=[O:16])[C:4]1[CH:9]=[C:8]([C:21]2[CH:22]=[N:17][CH:18]=[N:19][CH:20]=2)[C:7]([C:11]([F:14])([F:13])[F:12])=[CH:6][C:5]=1[NH2:15]. (10) Given the reactants [CH2:1]([N:3]1[C:7]([C:8]2[O:9][CH:10]=[CH:11][CH:12]=2)=[N:6][N:5]=[C:4]1[S:13][CH2:14][C:15]1[N:19]=[C:18]([C:20]2[CH:21]=[C:22]([CH:25]=[CH:26][C:27]=2F)[C:23]#[N:24])[O:17][N:16]=1)[CH3:2].[H-].[Na+].CN(C=[O:35])C, predict the reaction product. The product is: [CH2:1]([N:3]1[C:7]([C:8]2[O:9][CH:10]=[CH:11][CH:12]=2)=[N:6][N:5]=[C:4]1[S:13][CH2:14][C:15]1[N:19]=[C:18]([C:20]2[CH:21]=[C:22]([CH:25]=[CH:26][C:27]=2[OH:35])[C:23]#[N:24])[O:17][N:16]=1)[CH3:2].